This data is from Reaction yield outcomes from USPTO patents with 853,638 reactions. The task is: Predict the reaction yield, written as a fraction of the theoretical maximum amount of product (1.0 means a 100% yield; for example, 0.34 means a 34% yield). (1) The reactants are C[N:2]([CH3:21])[CH:3]=[C:4]([C:10](=[O:20])[C:11]1[CH:16]=[C:15]([F:17])[C:14]([F:18])=[CH:13][C:12]=1F)[C:5]([O:7][CH2:8][CH3:9])=[O:6].[CH2:22](OCC)[CH3:23].C1(N)CC1.C(=O)([O-])[O-].[K+].[K+]. The catalyst is C(O)C.O. The product is [CH:21]1([N:2]2[C:12]3[C:11](=[CH:16][C:15]([F:17])=[C:14]([F:18])[CH:13]=3)[C:10](=[O:20])[C:4]([C:5]([O:7][CH2:8][CH3:9])=[O:6])=[CH:3]2)[CH2:23][CH2:22]1. The yield is 0.970. (2) The yield is 0.460. The catalyst is CN(C)C=O. The reactants are [F-].[K+].Br[CH2:4][C:5]([C:7]1[C:12]([CH3:13])=[CH:11][CH:10]=[CH:9][C:8]=1[OH:14])=[O:6].C(OCC)(=O)C. The product is [CH3:13][C:12]1[C:7]2[C:5](=[O:6])[CH2:4][O:14][C:8]=2[CH:9]=[CH:10][CH:11]=1. (3) The reactants are [Cl:1][C:2]1[CH:7]=[CH:6][CH:5]=[CH:4][C:3]=1[N:8]=[C:9]=[S:10].[Cl:11][C:12]1[CH:17]=[C:16]([C:18]([NH:20][NH2:21])=O)[CH:15]=[CH:14][N:13]=1. The catalyst is CN(C=O)C. The product is [Cl:1][C:2]1[CH:7]=[CH:6][CH:5]=[CH:4][C:3]=1[N:8]1[C:18]([C:16]2[CH:15]=[CH:14][N:13]=[C:12]([Cl:11])[CH:17]=2)=[N:20][N:21]=[C:9]1[SH:10]. The yield is 0.860.